This data is from Catalyst prediction with 721,799 reactions and 888 catalyst types from USPTO. The task is: Predict which catalyst facilitates the given reaction. (1) Product: [CH2:1]([O:3][C:4](=[O:17])[NH:5][C:6]1[CH:11]=[CH:10][C:9]([CH2:12][NH:26][C:25]2[CH:27]=[CH:28][C:22]([C:18]([CH3:21])([CH3:20])[CH3:19])=[CH:23][CH:24]=2)=[CH:8][C:7]=1[N+:14]([O-:16])=[O:15])[CH3:2]. The catalyst class is: 7. Reactant: [CH2:1]([O:3][C:4](=[O:17])[NH:5][C:6]1[CH:11]=[CH:10][C:9]([CH2:12]Br)=[CH:8][C:7]=1[N+:14]([O-:16])=[O:15])[CH3:2].[C:18]([C:22]1[CH:28]=[CH:27][C:25]([NH2:26])=[CH:24][CH:23]=1)([CH3:21])([CH3:20])[CH3:19].C([O-])([O-])=O.[K+].[K+]. (2) Reactant: F[C:2]1[CH:11]=[CH:10][C:5]([C:6]([O:8][CH3:9])=[O:7])=[CH:4][C:3]=1[N+:12]([O-:14])=[O:13].[Cl:15][C:16]1[CH:21]=[CH:20][C:19]([CH2:22][NH2:23])=[CH:18][CH:17]=1.CCN(C(C)C)C(C)C. Product: [Cl:15][C:16]1[CH:21]=[CH:20][C:19]([CH2:22][NH:23][C:2]2[CH:11]=[CH:10][C:5]([C:6]([O:8][CH3:9])=[O:7])=[CH:4][C:3]=2[N+:12]([O-:14])=[O:13])=[CH:18][CH:17]=1. The catalyst class is: 1. (3) Reactant: [C:1]([C:4]1[NH:8][N:7]=[C:6]([C:9]([O:11]CC)=[O:10])[CH:5]=1)(=[O:3])[CH3:2].[OH-].[Na+]. Product: [C:1]([C:4]1[NH:8][N:7]=[C:6]([C:9]([OH:11])=[O:10])[CH:5]=1)(=[O:3])[CH3:2]. The catalyst class is: 14. (4) Reactant: [Cl:1][C:2]1[N:3]=[CH:4][C:5]2[CH:10]=[CH:9][NH:8][C:6]=2[N:7]=1.C(=O)([O-])[O-].[K+].[K+].Cl[CH2:18][C:19]1[CH:24]=[C:23]([CH3:25])[CH:22]=[CH:21][C:20]=1[N:26]([CH3:31])[S:27]([CH3:30])(=[O:29])=[O:28].C(OCC)(=O)C.CCCCCC. Product: [Cl:1][C:2]1[N:3]=[CH:4][C:5]2[CH:10]=[CH:9][N:8]([CH2:18][C:19]3[CH:24]=[C:23]([CH3:25])[CH:22]=[CH:21][C:20]=3[N:26]([CH3:31])[S:27]([CH3:30])(=[O:29])=[O:28])[C:6]=2[N:7]=1. The catalyst class is: 18. (5) Reactant: [F:1][C:2]([F:15])([F:14])[C:3]([OH:13])([C:9]([F:12])([F:11])[F:10])[CH2:4][S:5]([O-:8])(=[O:7])=[O:6].[C:16]1([S+:22]([C:29]2[CH:34]=[CH:33][CH:32]=[CH:31][CH:30]=2)[C:23]2[CH:28]=[CH:27][CH:26]=[CH:25][CH:24]=2)[CH:21]=[CH:20][CH:19]=[CH:18][CH:17]=1.C(N(CC)CC)C.[C:42](Cl)(=[O:47])[C:43]([CH3:46])([CH3:45])[CH3:44]. Product: [CH3:44][C:43]([CH3:46])([CH3:45])[C:42]([O:13][C:3]([C:2]([F:1])([F:14])[F:15])([C:9]([F:12])([F:10])[F:11])[CH2:4][S:5]([O-:8])(=[O:7])=[O:6])=[O:47].[C:29]1([S+:22]([C:16]2[CH:17]=[CH:18][CH:19]=[CH:20][CH:21]=2)[C:23]2[CH:28]=[CH:27][CH:26]=[CH:25][CH:24]=2)[CH:30]=[CH:31][CH:32]=[CH:33][CH:34]=1. The catalyst class is: 143. (6) Reactant: [N:1]1([S:5]([NH2:8])(=[O:7])=[O:6])[CH2:4][CH2:3][CH2:2]1.C1(P(C2CCCCC2)C2C=CC=CC=2C2C(C(C)C)=CC(C(C)C)=CC=2C(C)C)CCCCC1.C(=O)([O-])[O-].[Cs+].[Cs+].Cl[C:50]1[CH:55]=[C:54]([S:56][CH3:57])[N:53]=[C:52]([S:58][CH2:59][C:60]2[CH:65]=[CH:64][CH:63]=[C:62]([F:66])[C:61]=2[F:67])[N:51]=1.[Cl-].[NH4+]. Product: [F:67][C:61]1[C:62]([F:66])=[CH:63][CH:64]=[CH:65][C:60]=1[CH2:59][S:58][C:52]1[N:51]=[C:50]([NH:8][S:5]([N:1]2[CH2:4][CH2:3][CH2:2]2)(=[O:7])=[O:6])[CH:55]=[C:54]([S:56][CH3:57])[N:53]=1. The catalyst class is: 62. (7) Reactant: [F:1][C:2]1[CH:7]=[C:6]([F:8])[CH:5]=[CH:4][C:3]=1[N:9]1[C:13]([C:14]2[S:23][C:22]3[C:21]4[N:24]=[C:25]([C:28]5[CH:29]=[N:30][C:31](F)=[CH:32][CH:33]=5)[CH:26]=[CH:27][C:20]=4[O:19][CH2:18][CH2:17][C:16]=3[CH:15]=2)=[N:12][CH:11]=[N:10]1.[CH3:35][O:36][CH2:37][CH2:38][NH2:39].CCN(C(C)C)C(C)C. Product: [F:1][C:2]1[CH:7]=[C:6]([F:8])[CH:5]=[CH:4][C:3]=1[N:9]1[C:13]([C:14]2[S:23][C:22]3[C:21]4[N:24]=[C:25]([C:28]5[CH:33]=[CH:32][C:31]([NH:39][CH2:38][CH2:37][O:36][CH3:35])=[N:30][CH:29]=5)[CH:26]=[CH:27][C:20]=4[O:19][CH2:18][CH2:17][C:16]=3[CH:15]=2)=[N:12][CH:11]=[N:10]1. The catalyst class is: 37. (8) Reactant: [Cl:1][CH2:2][CH2:3][CH2:4][C:5]([C:7]1[C:15]2[C:10](=[CH:11][CH:12]=[C:13]([C:16]#[N:17])[CH:14]=2)[NH:9][CH:8]=1)=O.[BH4-].[Na+].O. Product: [Cl:1][CH2:2][CH2:3][CH2:4][CH2:5][C:7]1[C:15]2[C:10](=[CH:11][CH:12]=[C:13]([C:16]#[N:17])[CH:14]=2)[NH:9][CH:8]=1. The catalyst class is: 1.